From a dataset of Orexin1 receptor HTS with 218,158 compounds and 233 confirmed actives. Binary Classification. Given a drug SMILES string, predict its activity (active/inactive) in a high-throughput screening assay against a specified biological target. (1) The compound is O=C(N1C(CCCC1)c1cccnc1)Nc1ccc(OC)cc1. The result is 0 (inactive). (2) The result is 0 (inactive). The compound is Clc1cc(CN2CCC(n3nccc3NC(=O)C3CCCC3)CC2)ccc1O. (3) The molecule is OCCC1N(CCN(C1)Cc1ccc(cc1)C#CCCO)Cc1ccccc1. The result is 0 (inactive). (4) The result is 0 (inactive). The drug is O=C(NCCCN1CC(CC(C1)C)C)C1CCN(CC1)c1onc(n1)c1ccc(OC)cc1. (5) The compound is O1CCN(CCNc2c([N+]([O-])=O)cc(C(NC(=O)c3cc(cc(c3)C)C)CC(=O)N)cc2)CC1. The result is 0 (inactive). (6) The compound is Clc1cc(N(C(C(=O)NC2CCCC2)c2cccnc2)C(=O)c2occc2)c(OC)cc1. The result is 0 (inactive). (7) The drug is Fc1c(C(O)CN)cc(O)c(O)c1. The result is 0 (inactive). (8) The compound is o1c(CNC(=O)c2ccc(OC)cc2)ccc1C(O)=O. The result is 0 (inactive).